Predict the reactants needed to synthesize the given product. From a dataset of Full USPTO retrosynthesis dataset with 1.9M reactions from patents (1976-2016). (1) Given the product [CH3:3][C:4]1[CH:5]=[CH:6][C:7]([O:10][C:12]2[CH:17]=[CH:16][C:15]([N+:18]([O-:20])=[O:19])=[CH:14][C:13]=2[CH3:21])=[CH:8][N:9]=1, predict the reactants needed to synthesize it. The reactants are: [H-].[Na+].[CH3:3][C:4]1[N:9]=[CH:8][C:7]([OH:10])=[CH:6][CH:5]=1.F[C:12]1[CH:17]=[CH:16][C:15]([N+:18]([O-:20])=[O:19])=[CH:14][C:13]=1[CH3:21]. (2) Given the product [F:25][C:26]([F:43])([F:44])[C:27]1[CH:28]=[C:29]([C:37]([CH3:41])([CH3:42])[C:38]([NH:15][C:3]2[CH:4]=[N:5][C:6]([N:8]3[CH2:13][CH2:12][N:11]([CH3:14])[CH2:10][CH2:9]3)=[CH:7][C:2]=2[I:1])=[O:39])[CH:30]=[C:31]([C:33]([F:34])([F:35])[F:36])[CH:32]=1, predict the reactants needed to synthesize it. The reactants are: [I:1][C:2]1[CH:7]=[C:6]([N:8]2[CH2:13][CH2:12][N:11]([CH3:14])[CH2:10][CH2:9]2)[N:5]=[CH:4][C:3]=1[NH2:15].C(N(CC)C(C)C)(C)C.[F:25][C:26]([F:44])([F:43])[C:27]1[CH:28]=[C:29]([C:37]([CH3:42])([CH3:41])[C:38](Cl)=[O:39])[CH:30]=[C:31]([C:33]([F:36])([F:35])[F:34])[CH:32]=1. (3) Given the product [F:2][C:3]1[CH:4]=[C:5]([CH:11]2[N:16]([C:17]([O:19][C:20]3[CH:21]=[CH:22][C:23]([N+:26]([O-:28])=[O:27])=[CH:24][CH:25]=3)=[O:18])[C:15](=[O:29])[NH:14][C:13]([CH3:31])=[C:12]2[C:32](=[O:34])[CH3:33])[CH:6]=[C:7]([F:10])[C:8]=1[F:9], predict the reactants needed to synthesize it. The reactants are: Cl.[F:2][C:3]1[CH:4]=[C:5]([CH:11]2[N:16]([C:17]([O:19][C:20]3[CH:25]=[CH:24][C:23]([N+:26]([O-:28])=[O:27])=[CH:22][CH:21]=3)=[O:18])[C:15]([O:29]C)=[N:14][C:13]([CH3:31])=[C:12]2[C:32](=[O:34])[CH3:33])[CH:6]=[C:7]([F:10])[C:8]=1[F:9]. (4) Given the product [C:4]([O:3][C:1](=[O:8])[NH:2][C@H:68]([C:69]1[CH:54]=[CH:53][C:52]([O:51][CH2:44][C:45]2[CH:46]=[CH:47][CH:48]=[CH:49][CH:50]=2)=[CH:63][CH:64]=1)[CH2:67][OH:12])([CH3:7])([CH3:6])[CH3:5], predict the reactants needed to synthesize it. The reactants are: [C:1](=[O:8])([O:3][C:4]([CH3:7])([CH3:6])[CH3:5])[NH2:2].[OH-].[Na+].Cl[O:12]C(C)(C)C.CC[C@@H]1[C@@H]2C[C@H]([C@@H](OC3[C:50]4[C:45](=[CH:46][CH:47]=[CH:48][CH:49]=4)[C:44]([O:51][C@@H:52]([C:63]4C=CN=[C:69]5[C:64]=4C=C(OC)[CH:67]=[CH:68]5)[C@@H:53]4N5C[C@H](CC)[C@@H](CC5)[CH2:54]4)=NN=3)C3C=CN=C4C=3C=C(OC)C=C4)N(CC2)C1.C(OC1C=CC(C=C)=CC=1)C1C=CC=CC=1.S([O-])([O-])=O.[Na+].[Na+].